Dataset: Catalyst prediction with 721,799 reactions and 888 catalyst types from USPTO. Task: Predict which catalyst facilitates the given reaction. (1) Product: [F:34][C:30]1[N:29]=[C:28]([CH2:27][O:26][C:18]2[CH:17]=[C:16]([C:14]3[N:15]=[C:10]([CH2:9][OH:8])[CH:11]=[N:12][CH:13]=3)[C:25]3[CH2:24][CH2:23][CH2:22][CH2:21][C:20]=3[N:19]=2)[CH:33]=[CH:32][CH:31]=1. The catalyst class is: 1. Reactant: [Si]([O:8][CH2:9][C:10]1[N:15]=[C:14]([C:16]2[C:25]3[CH2:24][CH2:23][CH2:22][CH2:21][C:20]=3[N:19]=[C:18]([O:26][CH2:27][C:28]3[CH:33]=[CH:32][CH:31]=[C:30]([F:34])[N:29]=3)[CH:17]=2)[CH:13]=[N:12][CH:11]=1)(C(C)(C)C)(C)C.CCCC[N+](CCCC)(CCCC)CCCC.[F-].C1COCC1. (2) Reactant: [F:1][C:2]1[CH:3]=[C:4]([C:19]([NH:21][C@@H:22]2[CH2:27][CH2:26][C@H:25]([NH:28][C:29](=[O:35])[O:30][C:31]([CH3:34])([CH3:33])[CH3:32])[CH2:24][CH2:23]2)=[O:20])[C:5]([NH:8][C:9]2[CH:14]=[CH:13][CH:12]=[C:11]([S:15]([CH3:18])(=[O:17])=[O:16])[CH:10]=2)=[N:6][CH:7]=1.[H-].[Na+].[C:38](N1C=CN=C1)(N1C=CN=C1)=[O:39].C(OCC)(=O)C. The catalyst class is: 37. Product: [F:1][C:2]1[CH:7]=[N:6][C:5]2[N:8]([C:9]3[CH:14]=[CH:13][CH:12]=[C:11]([S:15]([CH3:18])(=[O:16])=[O:17])[CH:10]=3)[C:38](=[O:39])[N:21]([C@@H:22]3[CH2:23][CH2:24][C@H:25]([NH:28][C:29](=[O:35])[O:30][C:31]([CH3:32])([CH3:34])[CH3:33])[CH2:26][CH2:27]3)[C:19](=[O:20])[C:4]=2[CH:3]=1. (3) Reactant: [CH3:1][C:2]1[CH:7]=[C:6]([C:8]([N:10]2[CH2:14][CH2:13][CH2:12][CH:11]2[CH3:15])=[O:9])[C:5]([CH3:16])=[CH:4][C:3]=1[NH:17][C:18]([CH2:20][NH:21][C:22]1[CH:29]=[CH:28][C:25]([C:26]#[N:27])=[CH:24][CH:23]=1)=[O:19].Cl.C([O-])(=O)C.[NH4+:35].ClCl. Product: [CH3:1][C:2]1[CH:7]=[C:6]([C:8]([N:10]2[CH2:14][CH2:13][CH2:12][CH:11]2[CH3:15])=[O:9])[C:5]([CH3:16])=[CH:4][C:3]=1[NH:17][C:18]([CH2:20][NH:21][C:22]1[CH:23]=[CH:24][C:25]([C:26]([NH2:35])=[NH:27])=[CH:28][CH:29]=1)=[O:19]. The catalyst class is: 8. (4) Reactant: [Br:1][C:2]1[CH:7]=[C:6]([N+:8]([O-])=O)[CH:5]=[CH:4][C:3]=1[F:11].C(O)C.O.O.[Sn](Cl)Cl. Product: [Br:1][C:2]1[CH:7]=[C:6]([NH2:8])[CH:5]=[CH:4][C:3]=1[F:11]. The catalyst class is: 7.